This data is from Peptide-MHC class II binding affinity with 134,281 pairs from IEDB. The task is: Regression. Given a peptide amino acid sequence and an MHC pseudo amino acid sequence, predict their binding affinity value. This is MHC class II binding data. (1) The peptide sequence is YDKFLANVSTPLTGK. The MHC is DRB1_1302 with pseudo-sequence DRB1_1302. The binding affinity (normalized) is 0.833. (2) The peptide sequence is LSILAILKGLYNFAT. The MHC is DRB1_0701 with pseudo-sequence DRB1_0701. The binding affinity (normalized) is 0.437. (3) The peptide sequence is TSFIRNCARKVFNDI. The MHC is DRB1_0802 with pseudo-sequence DRB1_0802. The binding affinity (normalized) is 0.440.